Dataset: Catalyst prediction with 721,799 reactions and 888 catalyst types from USPTO. Task: Predict which catalyst facilitates the given reaction. (1) Reactant: [Br:1][C:2]1[C:3]([N:10]([CH:12]2[CH2:17][CH2:16][O:15][CH2:14][CH2:13]2)[NH2:11])=[N:4][C:5]([C:8]#[N:9])=[N:6][CH:7]=1.[Br:18][CH2:19][C:20]1[CH:28]=[CH:27][C:23]([C:24](Br)=[O:25])=[CH:22][CH:21]=1.CCN(C(C)C)C(C)C. Product: [Br:1][C:2]1[C:3]([N:10]([CH:12]2[CH2:17][CH2:16][O:15][CH2:14][CH2:13]2)[NH:11][C:24](=[O:25])[C:23]2[CH:27]=[CH:28][C:20]([CH2:19][Br:18])=[CH:21][CH:22]=2)=[N:4][C:5]([C:8]#[N:9])=[N:6][CH:7]=1. The catalyst class is: 1. (2) Reactant: Cl[CH2:2][CH2:3][O:4][CH2:5][CH2:6][O:7][CH2:8][CH2:9][O:10][CH2:11][CH2:12][O:13][C:14]1[CH:19]=[CH:18][C:17]([C:20](=[O:25])[C:21]([OH:24])([CH3:23])[CH3:22])=[CH:16][CH:15]=1.[I-:26].[Na+]. Product: [OH:24][C:21]([CH3:23])([CH3:22])[C:20]([C:17]1[CH:18]=[CH:19][C:14]([O:13][CH2:12][CH2:11][O:10][CH2:9][CH2:8][O:7][CH2:6][CH2:5][O:4][CH2:3][CH2:2][I:26])=[CH:15][CH:16]=1)=[O:25]. The catalyst class is: 21.